Dataset: Forward reaction prediction with 1.9M reactions from USPTO patents (1976-2016). Task: Predict the product of the given reaction. (1) Given the reactants C(OC([NH:11][N:12]([C@@H:23]([CH:27]1[CH2:32][CH2:31][CH2:30][CH2:29][CH2:28]1)[CH2:24][CH:25]=[CH2:26])[C:13](=[O:22])[C:14]1[CH:19]=[C:18]([CH3:20])[CH:17]=[C:16]([CH3:21])[CH:15]=1)=O)C1C=CC=CC=1, predict the reaction product. The product is: [CH:27]1([C@H:23]([N:12]([C:13](=[O:22])[C:14]2[CH:19]=[C:18]([CH3:20])[CH:17]=[C:16]([CH3:21])[CH:15]=2)[NH2:11])[CH2:24][CH2:25][CH3:26])[CH2:32][CH2:31][CH2:30][CH2:29][CH2:28]1. (2) The product is: [Br:1][C:2]1[CH:3]=[C:4]([N+:19]([O-:21])=[O:20])[C:5]([CH3:8])=[N:6][CH:7]=1. Given the reactants [Br:1][C:2]1[CH:3]=[C:4]([N+:19]([O-:21])=[O:20])[C:5]([CH:8](C(OCC)=O)C(OCC)=O)=[N:6][CH:7]=1.C(=O)(O)[O-].[Na+], predict the reaction product.